The task is: Predict which catalyst facilitates the given reaction.. This data is from Catalyst prediction with 721,799 reactions and 888 catalyst types from USPTO. (1) Reactant: C[O:2][C:3](=[O:20])[C@@H:4]([NH:10][C:11]([N:13]1[CH2:19][CH2:18][CH2:17][O:16][CH2:15][CH2:14]1)=[O:12])[CH2:5][C:6]([F:9])([F:8])[CH3:7].[OH-].[Li+]. Product: [F:9][C:6]([F:8])([CH3:7])[CH2:5][C@H:4]([NH:10][C:11]([N:13]1[CH2:19][CH2:18][CH2:17][O:16][CH2:15][CH2:14]1)=[O:12])[C:3]([OH:20])=[O:2]. The catalyst class is: 193. (2) Reactant: [NH2:1][C:2]1[CH:7]=[C:6]([CH3:8])[C:5]([Br:9])=[CH:4][N:3]=1.C([O-])([O-])=O.[K+].[K+].Cl[C:17]([O:19][CH2:20][CH2:21]Cl)=[O:18]. Product: [Br:9][C:5]1[C:6]([CH3:8])=[CH:7][C:2]([N:1]2[CH2:21][CH2:20][O:19][C:17]2=[O:18])=[N:3][CH:4]=1. The catalyst class is: 10. (3) Reactant: [CH3:1][N:2]([CH3:17])[C:3]1[CH:4]=[C:5]([C:9]([C:11]2[N:15]([CH3:16])[N:14]=[N:13][N:12]=2)=O)[CH:6]=[CH:7][CH:8]=1.Cl.[NH2:19][OH:20]. Product: [OH:20][N:19]=[C:9]([C:11]1[N:15]([CH3:16])[N:14]=[N:13][N:12]=1)[C:5]1[CH:4]=[C:3]([CH:8]=[CH:7][CH:6]=1)[N:2]([CH3:17])[CH3:1]. The catalyst class is: 17. (4) Reactant: [CH:1]1([C:4]2[CH:9]=[C:8]([C:10]3[C:18]4[C:13](=[CH:14][CH:15]=[C:16]([N+:19]([O-])=O)[CH:17]=4)[N:12]([C:22]([C:35]4[CH:40]=[CH:39][CH:38]=[CH:37][CH:36]=4)([C:29]4[CH:34]=[CH:33][CH:32]=[CH:31][CH:30]=4)[C:23]4[CH:28]=[CH:27][CH:26]=[CH:25][CH:24]=4)[N:11]=3)[CH:7]=[CH:6][N:5]=2)[CH2:3][CH2:2]1.CO.C1(C)C=CC=CC=1. Product: [CH:1]1([C:4]2[CH:9]=[C:8]([C:10]3[C:18]4[C:13](=[CH:14][CH:15]=[C:16]([NH2:19])[CH:17]=4)[N:12]([C:22]([C:23]4[CH:28]=[CH:27][CH:26]=[CH:25][CH:24]=4)([C:35]4[CH:36]=[CH:37][CH:38]=[CH:39][CH:40]=4)[C:29]4[CH:34]=[CH:33][CH:32]=[CH:31][CH:30]=4)[N:11]=3)[CH:7]=[CH:6][N:5]=2)[CH2:2][CH2:3]1. The catalyst class is: 45. (5) Product: [CH3:12][O:10][C:9](=[O:11])[CH2:8][C:3]1[CH:4]=[CH:5][CH:6]=[CH:7][C:2]=1[I:1]. Reactant: [I:1][C:2]1[CH:7]=[CH:6][CH:5]=[CH:4][C:3]=1[CH2:8][C:9]([OH:11])=[O:10].[C:12](Cl)(=O)C. The catalyst class is: 5. (6) Reactant: [NH:1]([CH2:5][CH2:6][OH:7])[CH2:2][CH2:3][OH:4].Cl[Si:9]([CH3:12])([CH3:11])[CH3:10]. The catalyst class is: 1. Product: [CH3:10][Si:9]([CH3:12])([CH3:11])[O:4][CH2:3][CH2:2][NH:1][CH2:5][CH2:6][O:7][Si:9]([CH3:12])([CH3:11])[CH3:10]. (7) Reactant: [CH3:1][P:2](=[O:19])([CH3:18])[C:3]1[CH:8]=[CH:7][C:6]([N+:9]([O-])=O)=[C:5]([S:12]([CH:15]([CH3:17])[CH3:16])(=[O:14])=[O:13])[CH:4]=1. Product: [CH3:18][P:2]([C:3]1[CH:8]=[CH:7][C:6]([NH2:9])=[C:5]([S:12]([CH:15]([CH3:17])[CH3:16])(=[O:14])=[O:13])[CH:4]=1)([CH3:1])=[O:19]. The catalyst class is: 29. (8) Reactant: [CH3:1]/[C:2](=[CH:8]\[CH2:9][CH2:10][CH2:11][CH2:12][CH2:13][CH2:14][CH2:15][CH2:16][CH3:17])/[C:3]([O:5]CC)=[O:4].[OH-].[K+]. Product: [CH3:1]/[C:2](=[CH:8]\[CH2:9][CH2:10][CH2:11][CH2:12][CH2:13][CH2:14][CH2:15][CH2:16][CH3:17])/[C:3]([OH:5])=[O:4]. The catalyst class is: 40.